This data is from Full USPTO retrosynthesis dataset with 1.9M reactions from patents (1976-2016). The task is: Predict the reactants needed to synthesize the given product. (1) Given the product [C:19]([O:18][C:16]([CH2:15][C@H:13]1[CH2:14][C@@H:11]([C:8]([OH:10])=[O:6])[C:12]1([CH3:24])[CH3:23])=[O:17])([CH3:22])([CH3:21])[CH3:20], predict the reactants needed to synthesize it. The reactants are: O(Br)[Na].BrBr.[OH-:6].[Na+].[C:8]([C@@H:11]1[CH2:14][C@H:13]([CH2:15][C:16]([O:18][C:19]([CH3:22])([CH3:21])[CH3:20])=[O:17])[C:12]1([CH3:24])[CH3:23])(=[O:10])C. (2) Given the product [CH3:16][S:15][C:13]1[O:14][C:10]([C:7]2[CH:8]=[CH:9][C:4]3[NH:3][CH:2]=[N:1][C:5]=3[CH:6]=2)=[N:11][N:12]=1, predict the reactants needed to synthesize it. The reactants are: [NH:1]1[C:5]2[CH:6]=[C:7]([C:10]3[O:14][C:13]([SH:15])=[N:12][N:11]=3)[CH:8]=[CH:9][C:4]=2[N:3]=[CH:2]1.[CH3:16]I. (3) The reactants are: CCN(C(C)C)C(C)C.[OH:10][C:11]1[CH:12]=[CH:13][CH:14]=[C:15]2[C:20]=1[O:19][C:18](=[O:21])[C:17]([C:22]([OH:24])=O)=[CH:16]2.CN(C(ON1N=NC2C=CC=NC1=2)=[N+](C)C)C.F[P-](F)(F)(F)(F)F.[CH3:49][N:50]([CH3:64])[C:51]1[N:56]=[CH:55][C:54]([C:57]2[CH:58]=[C:59]([NH2:63])[CH:60]=[CH:61][CH:62]=2)=[CH:53][CH:52]=1. Given the product [CH3:49][N:50]([CH3:64])[C:51]1[N:56]=[CH:55][C:54]([C:57]2[CH:58]=[C:59]([NH:63][C:22]([C:17]3[C:18](=[O:21])[O:19][C:20]4[C:15]([CH:16]=3)=[CH:14][CH:13]=[CH:12][C:11]=4[OH:10])=[O:24])[CH:60]=[CH:61][CH:62]=2)=[CH:53][CH:52]=1, predict the reactants needed to synthesize it. (4) Given the product [C:1]([O:5][C:6](=[O:20])[C:7]([N:9]1[C:13]2[CH:14]=[CH:15][CH:16]=[CH:17][C:12]=2[N:11]([CH2:33][CH:25]2[C:26]3[C:31](=[CH:30][CH:29]=[CH:28][C:27]=3[CH3:32])[N:23]([CH3:22])[CH2:24]2)[C:10]1=[O:18])([CH3:8])[CH3:19])([CH3:2])([CH3:3])[CH3:4], predict the reactants needed to synthesize it. The reactants are: [C:1]([O:5][C:6](=[O:20])[C:7]([CH3:19])([N:9]1[C:13]2[CH:14]=[CH:15][CH:16]=[CH:17][C:12]=2[NH:11][C:10]1=[O:18])[CH3:8])([CH3:4])([CH3:3])[CH3:2].[I-].[CH3:22][N:23]1[C:31]2[C:26](=[C:27]([CH3:32])[CH:28]=[CH:29][CH:30]=2)[C:25]([CH2:33][N+](C)(C)C)=[CH:24]1.C([O-])([O-])=O.[K+].[K+].